Dataset: Forward reaction prediction with 1.9M reactions from USPTO patents (1976-2016). Task: Predict the product of the given reaction. (1) Given the reactants [O:1]=[C:2]1[N:6]([C:7]2[CH:8]=[CH:9][C:10]3[O:11][CH2:12][C:13](=[O:17])[NH:14][C:15]=3[N:16]=2)[CH2:5][C@H:4]([CH2:18][CH2:19][CH:20]=[O:21])[O:3]1.[O-:22][Mn](=O)(=O)=O.[K+].S(=O)(O)[O-].[Na+], predict the reaction product. The product is: [O:1]=[C:2]1[N:6]([C:7]2[CH:8]=[CH:9][C:10]3[O:11][CH2:12][C:13](=[O:17])[NH:14][C:15]=3[N:16]=2)[CH2:5][C@H:4]([CH2:18][CH2:19][C:20]([OH:22])=[O:21])[O:3]1. (2) Given the reactants [CH:1]1[CH:6]=[N+:5]([C@@H:7]2[O:11][C@H:10]([CH2:12][O:13][P:14]([O:17][P:18]([O:21][CH2:22][C@H:23]3[O:27][C@@H:26]([N:28]4[C:32]5[N:33]=[CH:34][N:35]=[C:36]([NH2:37])[C:31]=5[N:30]=[CH:29]4)[C@H:25]([OH:38])[C@@H:24]3[OH:39])([OH:20])=[O:19])([OH:16])=[O:15])[C@@H:9]([OH:40])[C@H:8]2[OH:41])[CH:4]=[C:3]([C:42]([NH2:44])=[O:43])[CH:2]=1.P([O-])([O-])([O-])=O.[I-].[Na+].[OH-].[Na+], predict the reaction product. The product is: [CH:34]1[N:35]=[C:36]([NH2:37])[C:31]2[N:30]=[CH:29][N:28]([C@@H:26]3[O:27][C@H:23]([CH2:22][O:21][P:18]([O:17][P:14]([O:13][CH2:12][C@H:10]4[O:11][C@@H:7]([N:5]5[CH:4]=[C:3]([C:42]([NH2:44])=[O:43])[CH2:2][CH:1]=[CH:6]5)[C@H:8]([OH:41])[C@@H:9]4[OH:40])([OH:16])=[O:15])([OH:20])=[O:19])[C@@H:24]([OH:39])[C@H:25]3[OH:38])[C:32]=2[N:33]=1. (3) Given the reactants [N:1]1[CH:6]=[CH:5][C:4]([C:7]2[NH:8][CH:9]=[C:10]([CH2:12]O)[N:11]=2)=[CH:3][CH:2]=1.[BrH:14].CC(O)=O, predict the reaction product. The product is: [BrH:14].[BrH:14].[Br:14][CH2:12][C:10]1[N:11]=[C:7]([C:4]2[CH:5]=[CH:6][N:1]=[CH:2][CH:3]=2)[NH:8][CH:9]=1. (4) Given the reactants [CH2:1]([NH:3][CH2:4][C:5]1[CH:6]=[C:7]([CH:10]=[CH:11][CH:12]=1)[C:8]#[N:9])[CH3:2].[C:13]([O:17][C:18]([CH3:21])([CH3:20])[CH3:19])(=[O:16])[CH:14]=[CH2:15], predict the reaction product. The product is: [C:8]([C:7]1[CH:6]=[C:5]([CH:12]=[CH:11][CH:10]=1)[CH2:4][N:3]([CH2:1][CH3:2])[CH2:15][CH2:14][C:13]([O:17][C:18]([CH3:21])([CH3:20])[CH3:19])=[O:16])#[N:9]. (5) Given the reactants [F:1][C:2]1[CH:3]=[C:4]([NH:10][C:11]([C:13]2[CH:14]=[C:15]([S:20](Cl)(=[O:22])=[O:21])[CH:16]=[CH:17][C:18]=2[F:19])=[O:12])[CH:5]=[C:6]([F:9])[C:7]=1[F:8].[F:24][C:25]([F:31])([F:30])[C:26]1([NH2:29])[CH2:28][CH2:27]1.Cl, predict the reaction product. The product is: [F:1][C:2]1[CH:3]=[C:4]([NH:10][C:11](=[O:12])[C:13]2[CH:14]=[C:15]([S:20](=[O:22])(=[O:21])[NH:29][C:26]3([C:25]([F:31])([F:30])[F:24])[CH2:28][CH2:27]3)[CH:16]=[CH:17][C:18]=2[F:19])[CH:5]=[C:6]([F:9])[C:7]=1[F:8]. (6) Given the reactants Br[C:2]1[S:10][C:9]2[C:8](=[O:11])[N:7]([CH:12]3[CH2:17][CH2:16][N:15]([C:18]([O:20][C:21]([CH3:24])([CH3:23])[CH3:22])=[O:19])[CH2:14][CH2:13]3)[C:6](=[O:25])[N:5]([CH2:26][C:27]3[N:28]=[N:29][N:30]([CH2:32][CH3:33])[N:31]=3)[C:4]=2[CH:3]=1.[F:34][C:35]1[CH:36]=[CH:37][C:38]([O:44][CH3:45])=[C:39](B(O)O)[CH:40]=1.C(=O)([O-])[O-].[Cs+].[Cs+], predict the reaction product. The product is: [CH2:32]([N:30]1[N:29]=[N:28][C:27]([CH2:26][N:5]2[C:4]3[CH:3]=[C:2]([C:37]4[CH:36]=[C:35]([F:34])[CH:40]=[CH:39][C:38]=4[O:44][CH3:45])[S:10][C:9]=3[C:8](=[O:11])[N:7]([CH:12]3[CH2:13][CH2:14][N:15]([C:18]([O:20][C:21]([CH3:24])([CH3:22])[CH3:23])=[O:19])[CH2:16][CH2:17]3)[C:6]2=[O:25])=[N:31]1)[CH3:33]. (7) Given the reactants [N:1]1[CH:6]=[CH:5][CH:4]=[CH:3][C:2]=1[CH:7]=[O:8].[C:9]([O:13][CH2:14][CH3:15])(=[O:12])[CH:10]=[CH2:11].C1N2CCN(CC2)C1, predict the reaction product. The product is: [OH:8][CH:7]([C:2]1[CH:3]=[CH:4][CH:5]=[CH:6][N:1]=1)[C:10](=[CH2:11])[C:9]([O:13][CH2:14][CH3:15])=[O:12].